Dataset: Catalyst prediction with 721,799 reactions and 888 catalyst types from USPTO. Task: Predict which catalyst facilitates the given reaction. (1) Reactant: [C:1]1([C:7]2[S:8][C:9]([C:16]3[CH:21]=[CH:20][CH:19]=[CH:18][CH:17]=3)=[CH:10][C:11]=2[C:12]([O:14]C)=[O:13])[CH:6]=[CH:5][CH:4]=[CH:3][CH:2]=1.C1COCC1.[OH-].[Na+].Cl. Product: [C:1]1([C:7]2[S:8][C:9]([C:16]3[CH:17]=[CH:18][CH:19]=[CH:20][CH:21]=3)=[CH:10][C:11]=2[C:12]([OH:14])=[O:13])[CH:2]=[CH:3][CH:4]=[CH:5][CH:6]=1. The catalyst class is: 5. (2) Product: [C:1]([NH:4][C:5]([CH2:16][C:17](=[O:18])[C:19]1[CH:24]=[CH:23][C:22]([S:25][C:26]2[CH:31]=[CH:30][C:29]([C:32](=[O:35])[CH2:33][O:40][C:36](=[O:39])[CH2:37][CH3:38])=[CH:28][CH:27]=2)=[CH:21][CH:20]=1)([C:11]([O:13][CH2:14][CH3:15])=[O:12])[C:6]([O:8][CH2:9][CH3:10])=[O:7])(=[O:3])[CH3:2]. The catalyst class is: 23. Reactant: [C:1]([NH:4][C:5]([CH2:16][C:17]([C:19]1[CH:24]=[CH:23][C:22]([S:25][C:26]2[CH:31]=[CH:30][C:29]([C:32](=[O:35])[CH2:33]Cl)=[CH:28][CH:27]=2)=[CH:21][CH:20]=1)=[O:18])([C:11]([O:13][CH2:14][CH3:15])=[O:12])[C:6]([O:8][CH2:9][CH3:10])=[O:7])(=[O:3])[CH3:2].[C:36]([OH:40])(=[O:39])[CH2:37][CH3:38].CCN(CC)CC.